Task: Regression. Given a peptide amino acid sequence and an MHC pseudo amino acid sequence, predict their binding affinity value. This is MHC class II binding data.. Dataset: Peptide-MHC class II binding affinity with 134,281 pairs from IEDB (1) The peptide sequence is LVEALYLVCGERGFFYTPKT. The MHC is DRB1_0405 with pseudo-sequence DRB1_0405. The binding affinity (normalized) is 0.111. (2) The peptide sequence is QFELYKRTDIVEVDR. The MHC is HLA-DQA10201-DQB10301 with pseudo-sequence HLA-DQA10201-DQB10301. The binding affinity (normalized) is 0.310. (3) The peptide sequence is QKLIEDINASFRAAM. The MHC is DRB1_0405 with pseudo-sequence DRB1_0405. The binding affinity (normalized) is 0.367. (4) The peptide sequence is IRYPLTFGWCFKLVPVDPREVEEA. The MHC is DRB4_0101 with pseudo-sequence DRB4_0103. The binding affinity (normalized) is 0.316. (5) The peptide sequence is EKKYFAATQREPLAA. The MHC is DRB1_1602 with pseudo-sequence DRB1_1602. The binding affinity (normalized) is 0.614.